Dataset: Catalyst prediction with 721,799 reactions and 888 catalyst types from USPTO. Task: Predict which catalyst facilitates the given reaction. Reactant: [CH3:1][O:2][C:3]1[CH:4]=[C:5]2[C:10](=[CH:11][CH:12]=1)[CH2:9]/[C:8](=[CH:13]/[C:14]([O:16][CH2:17][CH3:18])=[O:15])/[CH2:7][CH2:6]2.[H][H]. Product: [CH3:1][O:2][C:3]1[CH:4]=[C:5]2[C:10](=[CH:11][CH:12]=1)[CH2:9][CH:8]([CH2:13][C:14]([O:16][CH2:17][CH3:18])=[O:15])[CH2:7][CH2:6]2. The catalyst class is: 29.